From a dataset of Forward reaction prediction with 1.9M reactions from USPTO patents (1976-2016). Predict the product of the given reaction. (1) Given the reactants [OH:1][CH:2]1[CH2:5][CH:4]([C:6]([O:8][CH3:9])=[O:7])[CH2:3]1.C(OC(O[C:13]([CH3:16])([CH3:15])[CH3:14])=O)(O[C:13]([CH3:16])([CH3:15])[CH3:14])=O.Cl([O-])(=O)(=O)=O.[Mg+2].Cl([O-])(=O)(=O)=O, predict the reaction product. The product is: [C:13]([O:1][CH:2]1[CH2:5][CH:4]([C:6]([O:8][CH3:9])=[O:7])[CH2:3]1)([CH3:16])([CH3:15])[CH3:14]. (2) Given the reactants Cl[C:2]1[CH:3]=[CH:4][C:5]([N:8]2[CH2:12][C:11]([CH2:14][NH:15][C:16](=[O:37])[C:17]3[CH:22]=[CH:21][C:20]([C:23]4[O:24][C:25]5[C:31]([CH:32]([CH3:34])[CH3:33])=[CH:30][C:29]([C:35]#[N:36])=[CH:28][C:26]=5[N:27]=4)=[CH:19][CH:18]=3)([CH3:13])[O:10][C:9]2=[O:38])=[N:6][CH:7]=1.C(=O)([O-])[O-].[K+].[K+].[F:45][C:46]([F:58])([F:57])[O:47][C:48]1[CH:53]=[CH:52][CH:51]=[CH:50][C:49]=1B(O)O, predict the reaction product. The product is: [C:35]([C:29]1[CH:30]=[C:31]([CH:32]([CH3:34])[CH3:33])[C:25]2[O:24][C:23]([C:20]3[CH:21]=[CH:22][C:17]([C:16]([NH:15][CH2:14][C:11]4([CH3:13])[O:10][C:9](=[O:38])[N:8]([C:5]5[CH:4]=[CH:3][C:2]([C:49]6[CH:50]=[CH:51][CH:52]=[CH:53][C:48]=6[O:47][C:46]([F:45])([F:58])[F:57])=[CH:7][N:6]=5)[CH2:12]4)=[O:37])=[CH:18][CH:19]=3)=[N:27][C:26]=2[CH:28]=1)#[N:36].